From a dataset of Reaction yield outcomes from USPTO patents with 853,638 reactions. Predict the reaction yield, written as a fraction of the theoretical maximum amount of product (1.0 means a 100% yield; for example, 0.34 means a 34% yield). The product is [CH2:1]([C:5]1[N:6]([CH2:23][C:24]2[CH:25]=[CH:26][C:27]([C:30]3[CH:35]=[CH:34][CH:33]=[CH:32][C:31]=3[C:36]3[NH:39][C:41](=[O:44])[O:42][N:37]=3)=[CH:28][CH:29]=2)[C:7](=[O:22])[C:8]([C:12]2[CH:13]=[CH:14][C:15]([O:18][CH:19]([CH3:20])[CH3:21])=[CH:16][CH:17]=2)=[C:9]([CH3:11])[N:10]=1)[CH2:2][CH2:3][CH3:4]. The reactants are [CH2:1]([C:5]1[N:6]([CH2:23][C:24]2[CH:29]=[CH:28][C:27]([C:30]3[C:31]([C:36]#[N:37])=[CH:32][CH:33]=[CH:34][CH:35]=3)=[CH:26][CH:25]=2)[C:7](=[O:22])[C:8]([C:12]2[CH:17]=[CH:16][C:15]([O:18][CH:19]([CH3:21])[CH3:20])=[CH:14][CH:13]=2)=[C:9]([CH3:11])[N:10]=1)[CH2:2][CH2:3][CH3:4].Cl.[NH2:39]O.[C:41](=[O:44])([O-])[OH:42].[Na+]. The catalyst is CS(C)=O.C(OCC)(=O)C. The yield is 0.780.